From a dataset of Reaction yield outcomes from USPTO patents with 853,638 reactions. Predict the reaction yield, written as a fraction of the theoretical maximum amount of product (1.0 means a 100% yield; for example, 0.34 means a 34% yield). (1) The reactants are [Br:1][C:2]1[C:3]([C:36](=[O:46])[N:37]([CH2:42][CH2:43][CH2:44][CH3:45])[CH2:38][CH2:39][CH2:40][CH3:41])=[N:4][N:5]([C:8]2[CH:23]=[CH:22][C:11]([C:12]([O:14]CC3C=CC=CC=3)=[O:13])=[CH:10][C:9]=2[C:24]([N:26]2[CH2:35][CH2:34][C:33]3[C:28](=[CH:29][CH:30]=[CH:31][CH:32]=3)[CH2:27]2)=[O:25])[C:6]=1[CH3:7].[OH-].[Na+].Cl. The catalyst is C1COCC1. The product is [Br:1][C:2]1[C:3]([C:36](=[O:46])[N:37]([CH2:42][CH2:43][CH2:44][CH3:45])[CH2:38][CH2:39][CH2:40][CH3:41])=[N:4][N:5]([C:8]2[CH:23]=[CH:22][C:11]([C:12]([OH:14])=[O:13])=[CH:10][C:9]=2[C:24]([N:26]2[CH2:35][CH2:34][C:33]3[C:28](=[CH:29][CH:30]=[CH:31][CH:32]=3)[CH2:27]2)=[O:25])[C:6]=1[CH3:7]. The yield is 0.960. (2) The reactants are Br[C:2]1[CH:10]=[CH:9][CH:8]=[C:7]2[C:3]=1[CH:4]=[CH:5][CH2:6]2.[C:11]([C:15]1[CH:16]=[C:17](B2OC(C)(C)C(C)(C)O2)[CH:18]=[C:19]([C:21]([CH3:24])([CH3:23])[CH3:22])[CH:20]=1)([CH3:14])([CH3:13])[CH3:12].C(=O)([O-])[O-].[K+].[K+].O1CCOCC1. The catalyst is C1C=CC(P(C2C=CC=CC=2)C2C=CC=CC=2)=CC=1.C1C=CC(P(C2C=CC=CC=2)C2C=CC=CC=2)=CC=1.Cl[Pd]Cl.O. The product is [C:11]([C:15]1[CH:16]=[C:17]([C:2]2[CH:10]=[CH:9][CH:8]=[C:7]3[C:3]=2[CH:4]=[CH:5][CH2:6]3)[CH:18]=[C:19]([C:21]([CH3:24])([CH3:23])[CH3:22])[CH:20]=1)([CH3:14])([CH3:13])[CH3:12]. The yield is 0.630. (3) The reactants are [NH2:1][C:2]1[CH:7]=[CH:6][C:5]([C:8]2[C:16]3[C:11](=[CH:12][C:13]([F:17])=[CH:14][CH:15]=3)[N:10]([S:18]([C:21]3[CH:26]=[CH:25][CH:24]=[CH:23][CH:22]=3)(=[O:20])=[O:19])[CH:9]=2)=[CH:4][C:3]=1[OH:27].[Cl:28][CH2:29][C:30](Cl)=[O:31]. The catalyst is C1COCC1. The product is [Cl:28][CH2:29][C:30]([NH:1][C:2]1[CH:7]=[CH:6][C:5]([C:8]2[C:16]3[C:11](=[CH:12][C:13]([F:17])=[CH:14][CH:15]=3)[N:10]([S:18]([C:21]3[CH:26]=[CH:25][CH:24]=[CH:23][CH:22]=3)(=[O:20])=[O:19])[CH:9]=2)=[CH:4][C:3]=1[OH:27])=[O:31]. The yield is 0.610.